Predict the product of the given reaction. From a dataset of Forward reaction prediction with 1.9M reactions from USPTO patents (1976-2016). (1) Given the reactants [Cl:1][C:2]1[CH:7]=[CH:6][C:5]([C:8]2[O:12][C:11]([C:13]([CH3:17])([CH3:16])[C:14]#[N:15])=[CH:10][C:9]=2[C:18]2[CH:23]=[CH:22][N:21]=[CH:20][CH:19]=2)=[CH:4][C:3]=1[O:24]C.B(Br)(Br)Br, predict the reaction product. The product is: [Cl:1][C:2]1[CH:7]=[CH:6][C:5]([C:8]2[O:12][C:11]([C:13]([CH3:17])([CH3:16])[C:14]#[N:15])=[CH:10][C:9]=2[C:18]2[CH:19]=[CH:20][N:21]=[CH:22][CH:23]=2)=[CH:4][C:3]=1[OH:24]. (2) Given the reactants C[O:2][C:3]([C:5]1[C:10]([NH:11][C:12]2[CH:17]=[CH:16][C:15]([Br:18])=[CH:14][C:13]=2[F:19])=[C:9]([F:20])[C:8](=[O:21])[NH:7][CH:6]=1)=[O:4].C1COCC1.[Li+].[OH-].Cl, predict the reaction product. The product is: [Br:18][C:15]1[CH:16]=[CH:17][C:12]([NH:11][C:10]2[C:5]([C:3]([OH:4])=[O:2])=[CH:6][NH:7][C:8](=[O:21])[C:9]=2[F:20])=[C:13]([F:19])[CH:14]=1. (3) Given the reactants S(=O)(=O)(O)O.[CH3:6][C:7]([CH3:21])=[CH:8][C:9]1[CH:13](N2CCOCC2)[O:12][C:11](=[O:20])[CH:10]=1.C[O:23]C1CCCC1, predict the reaction product. The product is: [OH:23][CH:13]1[O:12][C:11](=[O:20])[CH:10]=[C:9]1[CH:8]=[C:7]([CH3:21])[CH3:6]. (4) Given the reactants C([N:8]1[CH2:17][CH:16]([CH3:18])[C:15]2[N:14]=[C:13]([Cl:19])[CH:12]=[CH:11][C:10]=2[CH2:9]1)C1C=CC=CC=1.[CH:20]([Mg]Cl)([CH3:22])[CH3:21], predict the reaction product. The product is: [ClH:19].[CH:20]([C:13]1[CH:12]=[CH:11][C:10]2[CH2:9][NH:8][CH2:17][CH:16]([CH3:18])[C:15]=2[N:14]=1)([CH3:22])[CH3:21]. (5) Given the reactants C[O:2][C:3](=[O:36])[C:4]1[CH:9]=[CH:8][C:7]([NH:10][C:11]([N:13]([CH:29]2[CH2:34][CH2:33][CH2:32][CH2:31][CH2:30]2)[C:14]2[N:15]([C:23]3[CH:28]=[CH:27][CH:26]=[CH:25][CH:24]=3)[N:16]=[C:17]3[C:22]=2[CH:21]=[CH:20][CH:19]=[CH:18]3)=[O:12])=[C:6]([Cl:35])[CH:5]=1.[OH-].[Li+], predict the reaction product. The product is: [Cl:35][C:6]1[CH:5]=[C:4]([CH:9]=[CH:8][C:7]=1[NH:10][C:11]([N:13]([CH:29]1[CH2:34][CH2:33][CH2:32][CH2:31][CH2:30]1)[C:14]1[N:15]([C:23]2[CH:28]=[CH:27][CH:26]=[CH:25][CH:24]=2)[N:16]=[C:17]2[C:22]=1[CH:21]=[CH:20][CH:19]=[CH:18]2)=[O:12])[C:3]([OH:36])=[O:2].